This data is from Reaction yield outcomes from USPTO patents with 853,638 reactions. The task is: Predict the reaction yield, written as a fraction of the theoretical maximum amount of product (1.0 means a 100% yield; for example, 0.34 means a 34% yield). (1) The product is [OH:8][N:9]1[C:15](=[O:16])[N:14]2[CH2:17][C@H:10]1[CH2:11][CH2:12][C@H:13]2[C:18]([NH:20][O:21][CH2:22][CH:23]1[CH2:29][N:28]([C:30]([O:32][C:33]([CH3:36])([CH3:35])[CH3:34])=[O:31])[CH2:27][CH2:26][CH2:25][O:24]1)=[O:19]. The reactants are C([O:8][N:9]1[C:15](=[O:16])[N:14]2[CH2:17][C@H:10]1[CH2:11][CH2:12][C@H:13]2[C:18]([NH:20][O:21][CH2:22][CH:23]1[CH2:29][N:28]([C:30]([O:32][C:33]([CH3:36])([CH3:35])[CH3:34])=[O:31])[CH2:27][CH2:26][CH2:25][O:24]1)=[O:19])C1C=CC=CC=1.[H][H]. The yield is 0.780. The catalyst is CO.[Pd]. (2) The reactants are [Cl:1][C:2]1[S:3][C:4]([Cl:21])=[CH:5][C:6]=1[S:7]([NH:10][C:11]1[CH:19]=[CH:18][C:14]([C:15]([OH:17])=[O:16])=[C:13]([OH:20])[CH:12]=1)(=[O:9])=[O:8].O[CH:23]1[CH2:27][CH2:26][O:25][CH2:24]1. No catalyst specified. The product is [Cl:1][C:2]1[S:3][C:4]([Cl:21])=[CH:5][C:6]=1[S:7]([NH:10][C:11]1[CH:19]=[CH:18][C:14]([C:15]([O:17][CH:23]2[CH2:27][CH2:26][O:25][CH2:24]2)=[O:16])=[C:13]([OH:20])[CH:12]=1)(=[O:9])=[O:8]. The yield is 0.640.